From a dataset of HIV replication inhibition screening data with 41,000+ compounds from the AIDS Antiviral Screen. Binary Classification. Given a drug SMILES string, predict its activity (active/inactive) in a high-throughput screening assay against a specified biological target. (1) The compound is CCOc1ccc(NCc2cc(OC)c(OC)c(OC)c2)cc1. The result is 0 (inactive). (2) The compound is Nc1nc(O)c2c(n1)NCC1CCN(c3ccc(C(=O)NC(CCC(=O)O)C(=O)O)cc3)CN21. The result is 0 (inactive). (3) The molecule is N=C(N)C1CN(CCCCCCCCCCN2CC(C(=N)N)C(=O)NC2=O)C(=O)NC1=O. The result is 0 (inactive). (4) The compound is CC(C)(C)OC(=O)C1CCC(=S)N1Cc1ccccc1. The result is 0 (inactive). (5) The drug is CCOC(=O)c1nc2cc(C(F)(F)F)ccc2nc1Nc1cc(OC)c(OC)c(OC)c1. The result is 0 (inactive). (6) The drug is O=C(Nc1ccc(C=Cc2ccc(NC(=O)c3ccc(N=Nc4cc(S(=O)(=O)O)c5cccnc5c4O)cc3)cc2S(=O)(=O)O)c(S(=O)(=O)O)c1)c1ccc(N=Nc2cc(S(=O)(=O)O)c3cccnc3c2O)cc1.[NaH]. The result is 1 (active).